Dataset: Peptide-MHC class II binding affinity with 134,281 pairs from IEDB. Task: Regression. Given a peptide amino acid sequence and an MHC pseudo amino acid sequence, predict their binding affinity value. This is MHC class II binding data. (1) The peptide sequence is KLSDLIIADISTAQE. The MHC is HLA-DQA10101-DQB10501 with pseudo-sequence HLA-DQA10101-DQB10501. The binding affinity (normalized) is 0. (2) The peptide sequence is YHFDLSGHAFGAMAKKGDEQ. The MHC is HLA-DPA10103-DPB10301 with pseudo-sequence HLA-DPA10103-DPB10301. The binding affinity (normalized) is 0.117. (3) The peptide sequence is LNTLTLAVPYNMRVI. The MHC is DRB1_1501 with pseudo-sequence DRB1_1501. The binding affinity (normalized) is 0.454. (4) The peptide sequence is GTTVYGAFDPLLAVADICKK. The MHC is DRB1_0403 with pseudo-sequence DRB1_0403. The binding affinity (normalized) is 0.339. (5) The peptide sequence is VEITLSKMRLSRELE. The MHC is DRB1_0101 with pseudo-sequence DRB1_0101. The binding affinity (normalized) is 0.522. (6) The peptide sequence is AGWLAFFRDLVARGL. The MHC is DRB5_0101 with pseudo-sequence DRB5_0101. The binding affinity (normalized) is 0.674. (7) The MHC is DRB1_0701 with pseudo-sequence DRB1_0701. The peptide sequence is EKKYFYATQFEPLAA. The binding affinity (normalized) is 0.705. (8) The peptide sequence is VLGLPAIKAWVAKRP. The MHC is HLA-DQA10301-DQB10302 with pseudo-sequence HLA-DQA10301-DQB10302. The binding affinity (normalized) is 0.0879.